Dataset: Forward reaction prediction with 1.9M reactions from USPTO patents (1976-2016). Task: Predict the product of the given reaction. Given the reactants S(O[CH2:12][CH:13]1[CH2:18][CH2:17][N:16]([C:19]([O:21][C:22]([CH3:25])([CH3:24])[CH3:23])=[O:20])[CH2:15][CH2:14]1)(C1C=CC(C)=CC=1)(=O)=O.[NH2:26][C:27]([NH2:29])=[S:28].[I-].[K+], predict the reaction product. The product is: [C:27]([S:28][CH2:12][CH:13]1[CH2:14][CH2:15][N:16]([C:19]([O:21][C:22]([CH3:23])([CH3:24])[CH3:25])=[O:20])[CH2:17][CH2:18]1)(=[NH:26])[NH2:29].